From a dataset of Reaction yield outcomes from USPTO patents with 853,638 reactions. Predict the reaction yield, written as a fraction of the theoretical maximum amount of product (1.0 means a 100% yield; for example, 0.34 means a 34% yield). (1) The reactants are [S:1]1[CH2:5][CH:4]([C:6]([OH:8])=[O:7])[NH:3][CH2:2]1.S(Cl)([Cl:11])=O.[CH3:13]O. No catalyst specified. The product is [Cl-:11].[CH3:13][O:7][C:6]([CH:4]1[CH2:5][S:1][CH2:2][NH2+:3]1)=[O:8]. The yield is 1.00. (2) The reactants are [NH2:1][N:2]1[C:11]2[C:6](=[CH:7][CH:8]=[CH:9][CH:10]=2)[C:5]([OH:12])=[C:4]([C:13]2[NH:18][C:17]3[CH:19]=[CH:20][C:21]([O:23][CH2:24][C:25]4[CH:30]=[CH:29][CH:28]=[CH:27][CH:26]=4)=[CH:22][C:16]=3[S:15](=[O:32])(=[O:31])[N:14]=2)[C:3]1=[O:33].C(O[CH:37](OCC)[CH2:38][CH3:39])C. The catalyst is CN(C)C(=O)C. The product is [CH2:24]([O:23][C:21]1[CH:20]=[CH:19][C:17]2[NH:18][C:13]([C:4]3[C:3](=[O:33])[N:2]([N:1]=[CH:37][CH2:38][CH3:39])[C:11]4[C:6]([C:5]=3[OH:12])=[CH:7][CH:8]=[CH:9][CH:10]=4)=[N:14][S:15](=[O:32])(=[O:31])[C:16]=2[CH:22]=1)[C:25]1[CH:26]=[CH:27][CH:28]=[CH:29][CH:30]=1. The yield is 0.420. (3) The reactants are CN(C1C=CC=CC=1)/[CH:3]=[CH:4]/[CH:5]=[CH:6]/[CH:7]=[O:8].[CH2:15]([N:19]([CH2:26][CH2:27][CH2:28][CH3:29])[C:20]1[CH:25]=[CH:24][CH:23]=[CH:22][CH:21]=1)[CH2:16][CH2:17][CH3:18].P(Cl)(Cl)(Cl)=O. The catalyst is C1COCC1. The product is [CH2:15]([N:19]([CH2:26][CH2:27][CH2:28][CH3:29])[C:20]1[CH:25]=[CH:24][C:23](/[CH:3]=[CH:4]/[CH:5]=[CH:6]/[CH:7]=[O:8])=[CH:22][CH:21]=1)[CH2:16][CH2:17][CH3:18]. The yield is 0.130.